This data is from Full USPTO retrosynthesis dataset with 1.9M reactions from patents (1976-2016). The task is: Predict the reactants needed to synthesize the given product. (1) Given the product [ClH:10].[CH:1]1([N:4]2[CH2:9][CH2:8][N:7]([C:11]3[CH:20]=[CH:19][C:18]4[C:13](=[CH:14][CH:15]=[C:16]([C:21]#[N:22])[CH:17]=4)[N:12]=3)[CH2:6][CH2:5]2)[CH2:3][CH2:2]1, predict the reactants needed to synthesize it. The reactants are: [CH:1]1([N:4]2[CH2:9][CH2:8][NH:7][CH2:6][CH2:5]2)[CH2:3][CH2:2]1.[Cl:10][C:11]1[CH:20]=[CH:19][C:18]2[C:13](=[CH:14][CH:15]=[C:16]([C:21]#[N:22])[CH:17]=2)[N:12]=1. (2) The reactants are: [Cl:1][C:2]1[CH:3]=[C:4]([CH:7]=[CH:8][CH:9]=1)[NH:5][CH3:6].C(=O)([O-])[O-].[Na+].[Na+].Br[CH2:17][C:18]([O:20][CH2:21][CH3:22])=[O:19]. Given the product [CH2:21]([O:20][C:18](=[O:19])[CH2:17][N:5]([C:4]1[CH:7]=[CH:8][CH:9]=[C:2]([Cl:1])[CH:3]=1)[CH3:6])[CH3:22], predict the reactants needed to synthesize it.